Task: Predict the reactants needed to synthesize the given product.. Dataset: Full USPTO retrosynthesis dataset with 1.9M reactions from patents (1976-2016) (1) Given the product [N+:14]([C:11]1[CH:12]=[CH:13][C:8]([C:6](=[O:7])[CH2:5][CH2:4][CH2:3][CH2:2][N:17]2[CH2:22][CH2:21][CH:20]([C:23]3[CH:24]=[C:25]([NH:29][C:30]([CH:32]4[CH2:33][CH2:34]4)=[O:31])[CH:26]=[CH:27][CH:28]=3)[CH2:19][CH2:18]2)=[CH:9][CH:10]=1)([O-:16])=[O:15], predict the reactants needed to synthesize it. The reactants are: Cl[CH2:2][CH2:3][CH2:4][CH2:5][C:6]([C:8]1[CH:13]=[CH:12][C:11]([N+:14]([O-:16])=[O:15])=[CH:10][CH:9]=1)=[O:7].[NH:17]1[CH2:22][CH2:21][CH:20]([C:23]2[CH:24]=[C:25]([NH:29][C:30]([CH:32]3[CH2:34][CH2:33]3)=[O:31])[CH:26]=[CH:27][CH:28]=2)[CH2:19][CH2:18]1. (2) Given the product [Br:1][C:2]1[C:8]([C:9]([F:11])([F:10])[F:12])=[CH:7][C:5]([NH:6][CH2:17][C:18]2[CH:19]=[CH:20][CH:21]=[CH:22][N:28]=2)=[CH:4][C:3]=1[C:13]([F:14])([F:15])[F:16], predict the reactants needed to synthesize it. The reactants are: [Br:1][C:2]1[C:8]([C:9]([F:12])([F:11])[F:10])=[CH:7][C:5]([NH2:6])=[CH:4][C:3]=1[C:13]([F:16])([F:15])[F:14].[C:17]1(C)[CH:22]=[CH:21][C:20](S([O-])(=O)=O)=[CH:19][CH:18]=1.[NH+:28]1C=CC=CC=1.[BH4-].[Na+].[Cl-].[NH4+]. (3) The reactants are: [N:1]1[CH:6]=[CH:5][CH:4]=[C:3]([O:7][C:8]2[CH:17]=[CH:16][C:11]([C:12](OC)=[O:13])=[CH:10][CH:9]=2)[CH:2]=1.[NH2:18][NH2:19]. Given the product [N:1]1[CH:6]=[CH:5][CH:4]=[C:3]([O:7][C:8]2[CH:17]=[CH:16][C:11]([C:12]([NH:18][NH2:19])=[O:13])=[CH:10][CH:9]=2)[CH:2]=1, predict the reactants needed to synthesize it. (4) Given the product [CH2:1]([O:3][C:4]([C:5]1([C:6]2[CH:11]=[CH:10][C:9]([Br:12])=[CH:8][CH:7]=2)[CH2:19][CH2:18][CH2:17]1)=[O:13])[CH3:2].[CH2:1]([O:3][C:4](=[O:13])[CH:5]([C:6]1[CH:11]=[CH:10][C:9]([Br:12])=[CH:8][CH:7]=1)[CH2:19][CH:18]=[CH2:17])[CH3:2], predict the reactants needed to synthesize it. The reactants are: [CH2:1]([O:3][C:4](=[O:13])[CH2:5][C:6]1[CH:11]=[CH:10][C:9]([Br:12])=[CH:8][CH:7]=1)[CH3:2].[H-].[Na+].Br[CH2:17][CH2:18][CH2:19]Br. (5) Given the product [OH:12][CH2:11][C@@H:9]([C@H:7]([C@@H:5]([C@@H:3]([CH2:2][OH:1])[OH:4])[OH:6])[OH:8])[OH:10].[Cl-:13].[Cl-:13].[Ca+2:15], predict the reactants needed to synthesize it. The reactants are: [OH:1][CH2:2][C@@H:3]([C@H:5]([C@@H:7]([C@@H:9]([CH2:11][OH:12])[OH:10])[OH:8])[OH:6])[OH:4].[Cl-:13].[Cl-].[Ca+2:15]. (6) Given the product [CH:1]1([CH2:4][O:5][C:6]2[C:7]([Cl:14])=[CH:8][C:9]([O:13][CH2:18][C:19]3[CH:24]=[CH:23][CH:22]=[CH:21][C:20]=3/[C:25](=[CH:30]\[O:31][CH3:32])/[C:26]([O:28][CH3:29])=[O:27])=[CH:10][C:11]=2[Cl:12])[CH2:2][CH2:3]1, predict the reactants needed to synthesize it. The reactants are: [CH:1]1([CH2:4][O:5][C:6]2[C:11]([Cl:12])=[CH:10][C:9]([OH:13])=[CH:8][C:7]=2[Cl:14])[CH2:3][CH2:2]1.[H-].[Na+].Br[CH2:18][C:19]1[CH:24]=[CH:23][CH:22]=[CH:21][C:20]=1/[C:25](=[CH:30]\[O:31][CH3:32])/[C:26]([O:28][CH3:29])=[O:27]. (7) Given the product [C:1]([O:4][CH2:5][C:6]1([C:9]2[CH:14]=[CH:13][C:12]([C:15]3[CH:16]=[C:17]4[C:21](=[CH:22][C:23]=3[Cl:24])[N:20]([CH2:29][O:30][CH2:31][CH2:32][Si:33]([CH3:36])([CH3:35])[CH3:34])[C:19]([Cl:25])=[CH:18]4)=[CH:11][CH:10]=2)[CH2:8][CH2:7]1)(=[O:3])[CH3:2], predict the reactants needed to synthesize it. The reactants are: [C:1]([O:4][CH2:5][C:6]1([C:9]2[CH:14]=[CH:13][C:12]([C:15]3[CH:16]=[C:17]4[C:21](=[CH:22][C:23]=3[Cl:24])[NH:20][C:19]([Cl:25])=[CH:18]4)=[CH:11][CH:10]=2)[CH2:8][CH2:7]1)(=[O:3])[CH3:2].[H-].[Na+].Cl[CH2:29][O:30][CH2:31][CH2:32][Si:33]([CH3:36])([CH3:35])[CH3:34]. (8) Given the product [OH:2][CH2:3][CH2:8][NH:9][C:17]([C:6]1[C:7]2[N:11]=[C:10]([C:12]3[S:13][CH:14]=[CH:15][CH:16]=3)[NH:9][C:8]=2[C:3]([O:2][CH3:1])=[CH:4][CH:5]=1)=[O:19], predict the reactants needed to synthesize it. The reactants are: [CH3:1][O:2][C:3]1[C:8]2[NH:9][C:10]([C:12]3[S:13][CH:14]=[CH:15][CH:16]=3)=[N:11][C:7]=2[C:6]([C:17]([O:19]C)=O)=[CH:5][CH:4]=1.